Dataset: Full USPTO retrosynthesis dataset with 1.9M reactions from patents (1976-2016). Task: Predict the reactants needed to synthesize the given product. (1) Given the product [CH3:1][C:2]1[CH:3]=[C:4]([OH:5])[C:8]([C:10]2[CH:15]=[CH:14][CH:13]=[CH:12][N:11]=2)=[N:16][C:6]=1[CH3:7], predict the reactants needed to synthesize it. The reactants are: [CH3:1][C:2]1[CH:3]=[C:4]([C:8]([C:10]2[CH:15]=[CH:14][CH:13]=[CH:12][N:11]=2)=O)[O:5][C:6]=1[CH3:7].[NH3:16]. (2) Given the product [OH:16][C:9]1[CH:8]=[C:7]([C:6]([F:18])([F:17])[F:5])[CH:15]=[CH:14][C:10]=1[C:11]([NH2:19])=[O:12], predict the reactants needed to synthesize it. The reactants are: S(Cl)(Cl)=O.[F:5][C:6]([F:18])([F:17])[C:7]1[CH:8]=[C:9]([OH:16])[C:10](=[CH:14][CH:15]=1)[C:11](O)=[O:12].[NH3:19].Cl. (3) Given the product [CH3:1][O:2][C:3]1[CH:4]=[C:5]2[C:10](=[CH:11][C:12]=1[O:13][CH3:14])[N:9]=[CH:8][CH:7]=[C:6]2[O:15][C:16]1[CH:22]=[CH:21][C:19]([NH:20][C:35]([NH:52][CH:50]([C:46]2[S:47][C:48]([CH3:49])=[C:44]([CH3:43])[N:45]=2)[CH3:51])=[O:41])=[C:18]([CH3:23])[CH:17]=1, predict the reactants needed to synthesize it. The reactants are: [CH3:1][O:2][C:3]1[CH:4]=[C:5]2[C:10](=[CH:11][C:12]=1[O:13][CH3:14])[N:9]=[CH:8][CH:7]=[C:6]2[O:15][C:16]1[CH:22]=[CH:21][C:19]([NH2:20])=[C:18]([CH3:23])[CH:17]=1.C(N(CC)CC)C.ClC(Cl)(O[C:35](=[O:41])OC(Cl)(Cl)Cl)Cl.[CH3:43][C:44]1[N:45]=[C:46]([CH:50]([NH2:52])[CH3:51])[S:47][C:48]=1[CH3:49]. (4) Given the product [NH2:1][C:2]1[N:7]=[CH:6][N:5]=[C:4]2[N:8]([CH:14]([C:16]3[C:17]([O:35][CH3:36])=[C:18]([CH:24]4[CH2:27][N:26]([C:28]([O:30][C:31]([CH3:34])([CH3:33])[CH3:32])=[O:29])[CH2:25]4)[C:19]([CH3:23])=[C:20]([C:37]#[N:38])[CH:21]=3)[CH3:15])[N:9]=[C:10]([CH:11]([F:13])[F:12])[C:3]=12, predict the reactants needed to synthesize it. The reactants are: [NH2:1][C:2]1[N:7]=[CH:6][N:5]=[C:4]2[N:8]([CH:14]([C:16]3[C:17]([O:35][CH3:36])=[C:18]([CH:24]4[CH2:27][N:26]([C:28]([O:30][C:31]([CH3:34])([CH3:33])[CH3:32])=[O:29])[CH2:25]4)[C:19]([CH3:23])=[C:20](Cl)[CH:21]=3)[CH3:15])[N:9]=[C:10]([CH:11]([F:13])[F:12])[C:3]=12.[CH3:37][N:38]1CCCC1=O. (5) Given the product [CH:18]([O:1][C:2]1[CH:11]=[CH:10][C:9]([N+:12]([O-:14])=[O:13])=[CH:8][C:3]=1[C:4]([O:6][CH3:7])=[O:5])([C:19]1[CH:24]=[CH:23][CH:22]=[CH:21][CH:20]=1)[C:25]1[CH:30]=[CH:29][CH:28]=[CH:27][CH:26]=1, predict the reactants needed to synthesize it. The reactants are: [OH:1][C:2]1[CH:11]=[CH:10][C:9]([N+:12]([O-:14])=[O:13])=[CH:8][C:3]=1[C:4]([O:6][CH3:7])=[O:5].[H-].[Na+].Br[CH:18]([C:25]1[CH:30]=[CH:29][CH:28]=[CH:27][CH:26]=1)[C:19]1[CH:24]=[CH:23][CH:22]=[CH:21][CH:20]=1.[Cl-].[NH4+]. (6) The reactants are: [CH2:1]([O:3][C:4]1[CH:12]=[C:11]2[C:7]([CH:8]=[N:9][NH:10]2)=[CH:6][C:5]=1[NH:13][C:14]1[C:15]2[C:22]3[CH2:23][CH2:24][CH:25]([C:27](O)=[O:28])[CH2:26][C:21]=3[S:20][C:16]=2[N:17]=[CH:18][N:19]=1)[CH3:2].[NH:30]1[CH2:34][CH:33]=[CH:32][CH2:31]1. Given the product [N:30]1([C:27]([CH:25]2[CH2:24][CH2:23][C:22]3[C:15]4[C:14]([NH:13][C:5]5[CH:6]=[C:7]6[C:11](=[CH:12][C:4]=5[O:3][CH2:1][CH3:2])[NH:10][N:9]=[CH:8]6)=[N:19][CH:18]=[N:17][C:16]=4[S:20][C:21]=3[CH2:26]2)=[O:28])[CH2:34][CH:33]=[CH:32][CH2:31]1, predict the reactants needed to synthesize it. (7) Given the product [CH:1]1([CH2:4][O:5][C:6]2[CH:14]=[CH:13][C:9]3[O:10][CH2:11][O:12][C:8]=3[C:7]=2[C:15]2[C:16]3[NH:23][CH:22]=[C:21]([C:24]([NH:75][C@H:76]([CH2:106][N:107]([CH3:109])[CH3:108])[C:77]([N:79]4[CH2:84][CH2:83][CH:82]([N:85]5[N:94]=[C:93]([C:95]6[CH:100]=[CH:99][C:98]([O:101][CH3:102])=[C:97]([O:103][CH3:104])[CH:96]=6)[C@@H:92]6[C@@H:87]([CH2:88][CH2:89][CH2:90][CH2:91]6)[C:86]5=[O:105])[CH2:81][CH2:80]4)=[O:78])=[O:26])[C:17]=3[N:18]=[CH:19][N:20]=2)[CH2:2][CH2:3]1, predict the reactants needed to synthesize it. The reactants are: [CH:1]1([CH2:4][O:5][C:6]2[CH:14]=[CH:13][C:9]3[O:10][CH2:11][O:12][C:8]=3[C:7]=2[C:15]2[C:16]3[NH:23][CH:22]=[C:21]([C:24]([OH:26])=O)[C:17]=3[N:18]=[CH:19][N:20]=2)[CH2:3][CH2:2]1.[B-](F)(F)(F)F.CCOC(C(C#N)=NOC(N(C)C)=[N+](C)C)=O.C1C=NC2N(O)N=NC=2C=1.CCN(C(C)C)C(C)C.FC(F)(F)C(O)=O.[NH2:75][C@H:76]([CH2:106][N:107]([CH3:109])[CH3:108])[C:77]([N:79]1[CH2:84][CH2:83][CH:82]([N:85]2[N:94]=[C:93]([C:95]3[CH:100]=[CH:99][C:98]([O:101][CH3:102])=[C:97]([O:103][CH3:104])[CH:96]=3)[C@@H:92]3[C@@H:87]([CH2:88][CH2:89][CH2:90][CH2:91]3)[C:86]2=[O:105])[CH2:81][CH2:80]1)=[O:78].